From a dataset of Forward reaction prediction with 1.9M reactions from USPTO patents (1976-2016). Predict the product of the given reaction. (1) Given the reactants Cl.[Cl:2][C:3]1[CH:4]=[C:5]2[C:9](=[CH:10][CH:11]=1)[NH:8][C:7]([C:12]([NH:14][C@@H:15]1[CH2:19][NH:18][CH2:17][C@H:16]1[NH:20][C:21]([C:23]1[S:24][C:25]3[CH2:26][N:27]([CH3:32])[CH2:28][CH2:29][C:30]=3[N:31]=1)=[O:22])=[O:13])=[CH:6]2.C(=O)([O-])[O-].[K+].[K+].Br[CH2:40][C:41]([O:43][CH3:44])=[O:42], predict the reaction product. The product is: [Cl:2][C:3]1[CH:4]=[C:5]2[C:9](=[CH:10][CH:11]=1)[NH:8][C:7]([C:12]([NH:14][C@H:15]1[C@H:16]([NH:20][C:21]([C:23]3[S:24][C:25]4[CH2:26][N:27]([CH3:32])[CH2:28][CH2:29][C:30]=4[N:31]=3)=[O:22])[CH2:17][N:18]([CH2:40][C:41]([O:43][CH3:44])=[O:42])[CH2:19]1)=[O:13])=[CH:6]2. (2) The product is: [I:18][C:2]1[CH:7]=[C:6]([C:8]([O:10][CH2:11][CH3:12])=[O:9])[N:5]=[C:4]([C:13]([O:15][CH2:16][CH3:17])=[O:14])[CH:3]=1. Given the reactants Br[C:2]1[CH:7]=[C:6]([C:8]([O:10][CH2:11][CH3:12])=[O:9])[N:5]=[C:4]([C:13]([O:15][CH2:16][CH3:17])=[O:14])[CH:3]=1.[IH:18].C([O-])(O)=O.[Na+], predict the reaction product. (3) Given the reactants [OH:1][C@@H:2]([CH2:6][N:7]1[CH:11]=[C:10]([C:12]2[CH:17]=[C:16]([CH3:18])[CH:15]=[C:14]([NH:19][C:20]3[CH:25]=[C:24]([C:26]([F:29])([F:28])[F:27])[CH:23]=[CH:22][N:21]=3)[N:13]=2)[N:9]=[N:8]1)[CH2:3][C:4]#[N:5].C(=O)([O-])[O-:31].[K+].[K+].OO.CS(C)=O, predict the reaction product. The product is: [OH:1][C@@H:2]([CH2:6][N:7]1[CH:11]=[C:10]([C:12]2[CH:17]=[C:16]([CH3:18])[CH:15]=[C:14]([NH:19][C:20]3[CH:25]=[C:24]([C:26]([F:27])([F:28])[F:29])[CH:23]=[CH:22][N:21]=3)[N:13]=2)[N:9]=[N:8]1)[CH2:3][C:4]([NH2:5])=[O:31]. (4) Given the reactants [N+:1]([C:4]1[NH:5][CH:6]=[CH:7][N:8]=1)([O-:3])=[O:2].[CH2:9]([CH:11]1[O:13][CH2:12]1)Cl.C(=O)([O-])[O-].[K+].[K+], predict the reaction product. The product is: [N+:1]([C:4]1[N:5]([CH2:9][CH:11]2[CH2:12][O:13]2)[CH:6]=[CH:7][N:8]=1)([O-:3])=[O:2]. (5) Given the reactants C[Si](Cl)(C)C.C([N:9]([CH:12]([CH3:14])C)[CH2:10][CH3:11])(C)C.[C:23](O[C:23]([O:25][C:26]([CH3:29])([CH3:28])[CH3:27])=[O:24])([O:25][C:26]([CH3:29])([CH3:28])[CH3:27])=[O:24], predict the reaction product. The product is: [CH3:26][O:25][C:23]([C@@H:14]1[CH2:11][CH2:10][N:9]([C:23]([O:25][C:26]([CH3:27])([CH3:28])[CH3:29])=[O:24])[CH2:12]1)=[O:24]. (6) Given the reactants [F:1][C:2]1[CH:7]=[CH:6][C:5]([C:8]2[O:9][C:10]3[CH:20]=[CH:19][C:18]([C:21]4[CH:22]=[C:23]([CH:27]=[CH:28][C:29]=4[CH3:30])[C:24](O)=[O:25])=[CH:17][C:11]=3[C:12]=2[C:13](=[O:16])[NH:14][CH3:15])=[CH:4][CH:3]=1.[N:31]1[CH:36]=[CH:35][N:34]=[CH:33][C:32]=1[C:37]1([NH2:40])[CH2:39][CH2:38]1.CCN=C=NCCCN(C)C.Cl.C1C=CC2N(O)N=NC=2C=1, predict the reaction product. The product is: [F:1][C:2]1[CH:3]=[CH:4][C:5]([C:8]2[O:9][C:10]3[CH:20]=[CH:19][C:18]([C:21]4[CH:22]=[C:23]([C:24](=[O:25])[NH:40][C:37]5([C:32]6[CH:33]=[N:34][CH:35]=[CH:36][N:31]=6)[CH2:39][CH2:38]5)[CH:27]=[CH:28][C:29]=4[CH3:30])=[CH:17][C:11]=3[C:12]=2[C:13]([NH:14][CH3:15])=[O:16])=[CH:6][CH:7]=1. (7) Given the reactants [NH2:1][C:2]1[C:3]([C:8]([OH:10])=O)=[N:4][CH:5]=[CH:6][CH:7]=1.[CH3:11][NH2:12].[CH3:13][C@H:14]1[CH2:19][CH2:18][CH2:17][N:16]([CH2:20][CH2:21][CH2:22][O:23][C:24]2[CH:31]=[CH:30][C:27]([CH:28]=O)=[CH:26][CH:25]=2)[CH2:15]1, predict the reaction product. The product is: [CH3:11][N:12]1[C:8](=[O:10])[C:3]2[N:4]=[CH:5][CH:6]=[CH:7][C:2]=2[N:1]=[C:28]1[C:27]1[CH:30]=[CH:31][C:24]([O:23][CH2:22][CH2:21][CH2:20][N:16]2[CH2:17][CH2:18][CH2:19][C@H:14]([CH3:13])[CH2:15]2)=[CH:25][CH:26]=1. (8) Given the reactants [F:1][C:2]1[CH:11]=[C:10]([CH:12]([NH2:14])[CH3:13])[C:9]([C:15]2[CH:20]=[CH:19][CH:18]=[C:17]([F:21])[CH:16]=2)=[C:8]2[C:3]=1[CH:4]=[CH:5][N:6]=[N:7]2.[NH2:22][C:23]1[N:31]=[C:30]2[C:26]([NH:27][CH:28]=[N:29]2)=[C:25](Br)[N:24]=1.C(O)CCC.C(N(CC)C(C)C)(C)C, predict the reaction product. The product is: [F:1][C:2]1[CH:11]=[C:10]([CH:12]([NH:14][C:25]2[N:24]=[C:23]([NH2:22])[N:31]=[C:30]3[C:26]=2[N:27]=[CH:28][NH:29]3)[CH3:13])[C:9]([C:15]2[CH:20]=[CH:19][CH:18]=[C:17]([F:21])[CH:16]=2)=[C:8]2[C:3]=1[CH:4]=[CH:5][N:6]=[N:7]2. (9) Given the reactants C([Li])CCC.Br[C:7]1[CH:12]=[CH:11][CH:10]=[C:9]([Br:13])[CH:8]=1.[CH3:14][S:15][C:16]1[CH:21]=[CH:20][C:19]([C:22](=O)[CH3:23])=[CH:18][CH:17]=1, predict the reaction product. The product is: [Br:13][C:9]1[CH:10]=[CH:11][CH:12]=[C:7]([C:22]([C:19]2[CH:20]=[CH:21][C:16]([S:15][CH3:14])=[CH:17][CH:18]=2)=[CH2:23])[CH:8]=1.